Dataset: Forward reaction prediction with 1.9M reactions from USPTO patents (1976-2016). Task: Predict the product of the given reaction. The product is: [CH3:1][O:2][C:3]1[N:8]=[C:7]([N:9]2[CH:13]=[C:12]([CH3:14])[N:11]=[C:10]2[CH2:15][CH2:16][C:17]([F:18])([F:19])[F:20])[C:6]([NH2:21])=[CH:5][CH:4]=1. Given the reactants [CH3:1][O:2][C:3]1[N:8]=[C:7]([N:9]2[CH:13]=[C:12]([CH3:14])[N:11]=[C:10]2[CH2:15][CH2:16][C:17]([F:20])([F:19])[F:18])[C:6]([N+:21]([O-])=O)=[CH:5][CH:4]=1.C1COCC1.C([O-])=O.[NH4+], predict the reaction product.